Dataset: Reaction yield outcomes from USPTO patents with 853,638 reactions. Task: Predict the reaction yield, written as a fraction of the theoretical maximum amount of product (1.0 means a 100% yield; for example, 0.34 means a 34% yield). The reactants are F[C:2]1[CH:3]=[C:4]2[C:9](=[CH:10][C:11]=1[N+:12]([O-:14])=[O:13])[NH:8][C:7](=[O:15])[N:6]([NH:16][S:17]([CH3:20])(=[O:19])=[O:18])[C:5]2=[O:21].[CH3:22][C:23]1[N:24]=[CH:25][NH:26][CH:27]=1. No catalyst specified. The product is [CH3:22][C:23]1[N:24]=[CH:25][N:26]([C:2]2[CH:3]=[C:4]3[C:9](=[CH:10][C:11]=2[N+:12]([O-:14])=[O:13])[NH:8][C:7](=[O:15])[N:6]([NH:16][S:17]([CH3:20])(=[O:19])=[O:18])[C:5]3=[O:21])[CH:27]=1. The yield is 0.430.